Dataset: Catalyst prediction with 721,799 reactions and 888 catalyst types from USPTO. Task: Predict which catalyst facilitates the given reaction. (1) Reactant: [CH3:1][O:2][C:3]1[C:8]([C:9](Cl)=[O:10])=[CH:7][C:6]([C:12]2[CH:17]=[CH:16][CH:15]=[CH:14][CH:13]=2)=[C:5]([C:18]2[CH:23]=[CH:22][C:21]([Cl:24])=[CH:20][CH:19]=2)[N:4]=1.[NH2:25][N:26]1[CH2:31][CH2:30][CH2:29][CH2:28][CH2:27]1.N1CCCCC1. Product: [N:26]1([NH:25][C:9]([C:8]2[C:3]([O:2][CH3:1])=[N:4][C:5]([C:18]3[CH:23]=[CH:22][C:21]([Cl:24])=[CH:20][CH:19]=3)=[C:6]([C:12]3[CH:13]=[CH:14][CH:15]=[CH:16][CH:17]=3)[CH:7]=2)=[O:10])[CH2:31][CH2:30][CH2:29][CH2:28][CH2:27]1. The catalyst class is: 448. (2) Reactant: [O:1]=[C:2]1[O:13][CH2:12][C@@H:11]2[CH2:14][CH2:15][CH2:16][N:10]2[C:9](=[O:17])[C@H:8]([NH:18]C(=O)OC(C)(C)C)[CH2:7][CH:6]=[CH:5][CH2:4][CH2:3]1.FC(F)(F)C(O)=O. Product: [NH2:18][C@@H:8]1[CH2:7][CH:6]=[CH:5][CH2:4][CH2:3][C:2](=[O:1])[O:13][CH2:12][C@@H:11]2[CH2:14][CH2:15][CH2:16][N:10]2[C:9]1=[O:17]. The catalyst class is: 2. (3) The catalyst class is: 12. Product: [CH3:11][C:8]1[O:7][C:6]([CH2:5][C:4]2[CH:3]=[C:2]([CH2:22][C:21]([O:20][C:16]([CH3:19])([CH3:18])[CH3:17])=[O:24])[CH:14]=[CH:13][CH:12]=2)=[N:10][N:9]=1. Reactant: Br[C:2]1[CH:3]=[C:4]([CH:12]=[CH:13][CH:14]=1)[CH2:5][C:6]1[O:7][C:8]([CH3:11])=[N:9][N:10]=1.[Cl-].[C:16]([O:20][C:21](=[O:24])[CH2:22][Zn+])([CH3:19])([CH3:18])[CH3:17]. (4) Reactant: [CH3:1][N:2]([CH3:14])[CH2:3][CH2:4][O:5][C:6]1[CH:7]=[C:8]([CH:11]=[CH:12][CH:13]=1)[CH:9]=O.[CH3:15][C:16]1[CH:21]=[CH:20][C:19]([CH3:22])=[CH:18][C:17]=1[OH:23].Cl. Product: [CH3:22][C:19]1[CH:18]=[C:17]([OH:23])[C:16]([CH3:15])=[CH:21][C:20]=1[CH:9]([C:20]1[CH:21]=[C:16]([CH3:15])[C:17]([OH:23])=[CH:18][C:19]=1[CH3:22])[C:8]1[CH:11]=[CH:12][CH:13]=[C:6]([O:5][CH2:4][CH2:3][N:2]([CH3:14])[CH3:1])[CH:7]=1. The catalyst class is: 5. (5) Reactant: Br[C:2]1[CH:3]=[C:4]([C:8]2[N:16]3[C:11]([CH:12]=[N:13][C:14]([NH:17][C:18]4[CH:23]=[C:22]([O:24][CH3:25])[C:21]([O:26][CH3:27])=[C:20]([O:28][CH3:29])[CH:19]=4)=[N:15]3)=[C:10]([CH3:30])[N:9]=2)[CH:5]=[CH:6][CH:7]=1.[N:31]1([C:36]2[CH:42]=[CH:41][C:39]([NH2:40])=[CH:38][CH:37]=2)[CH:35]=[CH:34][N:33]=[CH:32]1.C(P(C(C)(C)C)C1C=CC=CC=1C1C=CC=CC=1)(C)(C)C.CC(C)([O-])C.[Na+]. Product: [N:31]1([C:36]2[CH:42]=[CH:41][C:39]([NH:40][C:2]3[CH:3]=[C:4]([C:8]4[N:16]5[C:11]([CH:12]=[N:13][C:14]([NH:17][C:18]6[CH:23]=[C:22]([O:24][CH3:25])[C:21]([O:26][CH3:27])=[C:20]([O:28][CH3:29])[CH:19]=6)=[N:15]5)=[C:10]([CH3:30])[N:9]=4)[CH:5]=[CH:6][CH:7]=3)=[CH:38][CH:37]=2)[CH:35]=[CH:34][N:33]=[CH:32]1. The catalyst class is: 12. (6) Product: [O:17]=[S:8]1(=[O:16])[N:9]([CH2:19][CH:20]2[O:25][CH2:24][CH2:23][N:22]([C:26]([O:28][C:29]([CH3:30])([CH3:32])[CH3:31])=[O:27])[CH2:21]2)[C:10]2[CH:15]=[CH:14][CH:13]=[CH:12][C:11]=2[N:7]1[C:1]1[CH:2]=[CH:3][CH:4]=[CH:5][CH:6]=1. The catalyst class is: 7. Reactant: [C:1]1([N:7]2[C:11]3[CH:12]=[CH:13][CH:14]=[CH:15][C:10]=3[NH:9][S:8]2(=[O:17])=[O:16])[CH:6]=[CH:5][CH:4]=[CH:3][CH:2]=1.O[CH2:19][CH:20]1[O:25][CH2:24][CH2:23][N:22]([C:26]([O:28][C:29]([CH3:32])([CH3:31])[CH3:30])=[O:27])[CH2:21]1.C1(P(C2C=CC=CC=2)C2C=CC=CC=2)C=CC=CC=1.N(C([O-])=O)=NC([O-])=O. (7) Reactant: [Cl:1][C:2]1[CH:17]=[CH:16][CH:15]=[CH:14][C:3]=1[CH2:4][O:5][C:6]1[CH:7]=[CH:8][C:9]([CH:12]=O)=[N:10][CH:11]=1.CCO.[OH2:21].Cl.[NH2:23]O.[OH-].[Na+]. Product: [Cl:1][C:2]1[CH:17]=[CH:16][CH:15]=[CH:14][C:3]=1[CH2:4][O:5][C:6]1[CH:7]=[CH:8][C:9]([CH:12]=[N:23][OH:21])=[N:10][CH:11]=1. The catalyst class is: 52.